This data is from Forward reaction prediction with 1.9M reactions from USPTO patents (1976-2016). The task is: Predict the product of the given reaction. (1) Given the reactants [F:1][C:2]1[CH:7]=[CH:6][C:5]([C:8]2[C:12]([CH2:13][O:14][C:15]3[CH:16]=[CH:17][C:18]([C:21]([OH:23])=O)=[N:19][CH:20]=3)=[C:11]([CH2:24][OH:25])[O:10][N:9]=2)=[CH:4][CH:3]=1.[NH2:26][N:27]1[CH2:32][CH2:31][O:30][CH2:29][CH2:28]1, predict the reaction product. The product is: [N:27]1([NH:26][C:21]([C:18]2[CH:17]=[CH:16][C:15]([O:14][CH2:13][C:12]3[C:8]([C:5]4[CH:6]=[CH:7][C:2]([F:1])=[CH:3][CH:4]=4)=[N:9][O:10][C:11]=3[CH2:24][OH:25])=[CH:20][N:19]=2)=[O:23])[CH2:32][CH2:31][O:30][CH2:29][CH2:28]1. (2) Given the reactants [N+:1]([C:4]1[CH:9]=[CH:8][CH:7]=[C:6]([N+:10]([O-])=O)[C:5]=1[O:13][CH3:14])([O-])=O.[NH4+].[Cl-], predict the reaction product. The product is: [NH2:1][C:4]1[CH:9]=[CH:8][CH:7]=[C:6]([NH2:10])[C:5]=1[O:13][CH3:14]. (3) The product is: [C:29]([C:26]1[CH:27]=[CH:28][C:23]([CH:20]2[CH2:21][CH2:22][N:17]([C:15]([C:13]3[CH:12]=[CH:11][C:10]([CH3:31])=[C:9]([NH:8][S:5]([CH2:4][CH2:3][CH2:2][N:32]4[CH2:37][CH2:36][O:35][CH2:34][CH2:33]4)(=[O:7])=[O:6])[CH:14]=3)=[O:16])[CH2:18][CH2:19]2)=[CH:24][CH:25]=1)#[N:30]. Given the reactants Cl[CH2:2][CH2:3][CH2:4][S:5]([NH:8][C:9]1[CH:14]=[C:13]([C:15]([N:17]2[CH2:22][CH2:21][CH:20]([C:23]3[CH:28]=[CH:27][C:26]([C:29]#[N:30])=[CH:25][CH:24]=3)[CH2:19][CH2:18]2)=[O:16])[CH:12]=[CH:11][C:10]=1[CH3:31])(=[O:7])=[O:6].[NH:32]1[CH2:37][CH2:36][O:35][CH2:34][CH2:33]1, predict the reaction product. (4) Given the reactants [CH3:1][NH:2][C:3]([C:5]1[S:6][C:7]([CH3:11])=[C:8]([CH3:10])[CH:9]=1)=[O:4].C([Li])(C)(C)C.[C:17](Cl)(=[O:24])[C:18]1[CH:23]=[CH:22][CH:21]=[CH:20][CH:19]=1, predict the reaction product. The product is: [CH3:1][NH:2][C:3]([C:5]1[S:6][C:7]([CH3:11])=[C:8]([CH3:10])[C:9]=1[C:17](=[O:24])[C:18]1[CH:23]=[CH:22][CH:21]=[CH:20][CH:19]=1)=[O:4]. (5) Given the reactants [Na+:1].[OH:2][C:3]1[CH:8]=[CH:7][C:6]([S:9]([O-:12])(=[O:11])=[O:10])=[CH:5][C:4]=1[Cl:13].[OH-].[Na+].[CH3:16][S:17](Cl)(=[O:19])=[O:18], predict the reaction product. The product is: [Na+:1].[Cl:13][C:4]1[CH:5]=[C:6]([S:9]([O-:12])(=[O:10])=[O:11])[CH:7]=[CH:8][C:3]=1[O:2][S:17]([CH3:16])(=[O:19])=[O:18]. (6) The product is: [C:30]([O:34][P:35]([O:37][C:38]([CH3:41])([CH3:40])[CH3:39])([O:42][CH2:2][O:3][C:4]([N:6]1[C:14]2[C:9](=[CH:10][CH:11]=[C:12]([C:15]([F:18])([F:17])[F:16])[CH:13]=2)[C@@:8]([C:20]2[CH:25]=[C:24]([Cl:26])[CH:23]=[CH:22][C:21]=2[O:27][CH3:28])([F:19])[C:7]1=[O:29])=[O:5])=[O:36])([CH3:33])([CH3:32])[CH3:31]. Given the reactants I[CH2:2][O:3][C:4]([N:6]1[C:14]2[C:9](=[CH:10][CH:11]=[C:12]([C:15]([F:18])([F:17])[F:16])[CH:13]=2)[C:8]([C:20]2[CH:25]=[C:24]([Cl:26])[CH:23]=[CH:22][C:21]=2[O:27][CH3:28])([F:19])[C:7]1=[O:29])=[O:5].[C:30]([O:34][P:35]([O-:42])([O:37][C:38]([CH3:41])([CH3:40])[CH3:39])=[O:36])([CH3:33])([CH3:32])[CH3:31].C([N+](CCCC)(CCCC)CCCC)CCC, predict the reaction product.